Dataset: Full USPTO retrosynthesis dataset with 1.9M reactions from patents (1976-2016). Task: Predict the reactants needed to synthesize the given product. (1) Given the product [C:14]([Si:11]([CH3:13])([CH3:12])[N:8]1[C:5]2=[N:6][CH:7]=[C:2]([CH:31]=[O:32])[CH:3]=[C:4]2[CH2:10][CH2:9]1)([CH3:17])([CH3:16])[CH3:15], predict the reactants needed to synthesize it. The reactants are: Br[C:2]1[CH:3]=[C:4]2[CH2:10][CH2:9][N:8]([Si:11]([C:14]([CH3:17])([CH3:16])[CH3:15])([CH3:13])[CH3:12])[C:5]2=[N:6][CH:7]=1.C([Li])(C)(C)C.CCCCC.CN([CH:31]=[O:32])C. (2) The reactants are: [CH:1]1([CH2:7][NH:8][C:9]2[CH:14]=[CH:13][C:12]([NH:15][C:16](=[O:18])[CH3:17])=[CH:11][C:10]=2[N+:19]([O-])=O)[CH2:6][CH2:5][CH2:4][CH2:3][CH2:2]1. Given the product [NH2:19][C:10]1[CH:11]=[C:12]([NH:15][C:16](=[O:18])[CH3:17])[CH:13]=[CH:14][C:9]=1[NH:8][CH2:7][CH:1]1[CH2:6][CH2:5][CH2:4][CH2:3][CH2:2]1, predict the reactants needed to synthesize it. (3) Given the product [Br:10][C:11]1[CH:12]=[C:13]2[C:18]([C:17]([C:4]3[CH:5]=[CH:6][C:1]([CH3:9])=[CH:2][CH:3]=3)=[CH:16][CH2:15][C:14]2([CH3:23])[CH3:22])=[CH:19][CH:20]=1, predict the reactants needed to synthesize it. The reactants are: [C:1]1([CH3:9])[CH:6]=[CH:5][C:4]([Mg]Br)=[CH:3][CH:2]=1.[Br:10][C:11]1[CH:12]=[C:13]2[C:18](=[CH:19][CH:20]=1)[C:17](=O)[CH2:16][CH2:15][C:14]2([CH3:23])[CH3:22].C1(C)C=CC(S(O)(=O)=O)=CC=1.O. (4) Given the product [CH3:14][N:15]1[CH2:20][CH2:19][CH:18]([C:21]2[C:29]3[C:24](=[CH:25][CH:26]=[C:27]([O:30][S:10]([C:3]4[CH:4]=[CH:5][C:6]([F:9])=[C:7]([F:8])[C:2]=4[F:1])(=[O:12])=[O:11])[CH:28]=3)[NH:23][CH:22]=2)[CH2:17][CH2:16]1, predict the reactants needed to synthesize it. The reactants are: [F:1][C:2]1[C:7]([F:8])=[C:6]([F:9])[CH:5]=[CH:4][C:3]=1[S:10](Cl)(=[O:12])=[O:11].[CH3:14][N:15]1[CH2:20][CH2:19][CH:18]([C:21]2[C:29]3[C:24](=[CH:25][CH:26]=[C:27]([OH:30])[CH:28]=3)[NH:23][CH:22]=2)[CH2:17][CH2:16]1.[OH-].[Na+]. (5) Given the product [O:40]=[C:35]1[N:36]([CH2:37][CH2:38][CH3:39])[C:29](=[O:31])[C:28]2[C:27](=[CH:26][CH:25]=[C:24]([C:22]([C:15]3[N:16]4[CH:21]=[CH:20][CH:19]=[CH:18][C:17]4=[C:13]([C:9]4[CH:8]=[C:7]([CH:12]=[CH:11][CH:10]=4)[C:5]([OH:4])=[O:6])[N:14]=3)=[O:23])[CH:33]=2)[NH:34]1, predict the reactants needed to synthesize it. The reactants are: [OH-].[Na+].C[O:4][C:5]([C:7]1[CH:8]=[C:9]([C:13]2[N:14]=[C:15]([C:22]([C:24]3[CH:25]=[CH:26][C:27]([NH:34][C:35](=[O:40])[NH:36][CH2:37][CH2:38][CH3:39])=[C:28]([CH:33]=3)[C:29]([O:31]C)=O)=[O:23])[N:16]3[CH:21]=[CH:20][CH:19]=[CH:18][C:17]=23)[CH:10]=[CH:11][CH:12]=1)=[O:6]. (6) Given the product [O:19]=[C:17]1[C:10]2[C:11](=[CH:12][CH:13]=[C:8]([C:5]3([C:3]([OH:2])=[O:4])[CH2:6][CH2:7]3)[CH:9]=2)[O:14][CH2:15][CH2:16]1.[O:19]=[C:17]1[C:10]2[C:11](=[CH:12][CH:13]=[C:8]([C:5]3([C:3]([O:2][CH3:1])=[O:4])[CH2:6][CH2:7]3)[CH:9]=2)[O:14][CH2:15][CH2:16]1, predict the reactants needed to synthesize it. The reactants are: [CH3:1][O:2][C:3]([C:5]1([C:8]2[CH:13]=[CH:12][C:11]([O:14][CH2:15][CH2:16][C:17]([OH:19])=O)=[CH:10][CH:9]=2)[CH2:7][CH2:6]1)=[O:4].C(Cl)(=O)C(Cl)=O. (7) Given the product [CH3:20][O:19][C:15]1[CH:14]=[C:13]([CH:18]=[CH:17][CH:16]=1)[O:12][C:4]1[N:3]=[C:2]([C:25]2[CH:26]=[CH:27][C:22]([NH2:21])=[N:23][CH:24]=2)[N:7]=[C:6]2[N:8]([CH3:11])[N:9]=[CH:10][C:5]=12, predict the reactants needed to synthesize it. The reactants are: Cl[C:2]1[N:7]=[C:6]2[N:8]([CH3:11])[N:9]=[CH:10][C:5]2=[C:4]([O:12][C:13]2[CH:18]=[CH:17][CH:16]=[C:15]([O:19][CH3:20])[CH:14]=2)[N:3]=1.[NH2:21][C:22]1[CH:27]=[CH:26][C:25](B2OC(C)(C)C(C)(C)O2)=[CH:24][N:23]=1. (8) Given the product [C:1]([O:5][C:6](=[O:18])[NH:7][CH:8]1[CH2:13][CH2:12][N:11]([CH2:14][CH:15]([F:25])[CH3:16])[CH2:10][CH2:9]1)([CH3:4])([CH3:3])[CH3:2], predict the reactants needed to synthesize it. The reactants are: [C:1]([O:5][C:6](=[O:18])[NH:7][CH:8]1[CH2:13][CH2:12][N:11]([CH2:14][CH:15](O)[CH3:16])[CH2:10][CH2:9]1)([CH3:4])([CH3:3])[CH3:2].CCN(S(F)(F)[F:25])CC.